This data is from Reaction yield outcomes from USPTO patents with 853,638 reactions. The task is: Predict the reaction yield, written as a fraction of the theoretical maximum amount of product (1.0 means a 100% yield; for example, 0.34 means a 34% yield). (1) The reactants are [F:1][C:2]1[CH:3]=[C:4]([CH:7]=[CH:8][C:9]=1[CH2:10][OH:11])[C:5]#[N:6].[H-].[Na+].[CH3:14]I. The catalyst is C1COCC1. The product is [F:1][C:2]1[CH:3]=[C:4]([CH:7]=[CH:8][C:9]=1[CH2:10][O:11][CH3:14])[C:5]#[N:6]. The yield is 0.716. (2) The reactants are [CH2:1]([C@:8]12[CH2:16][C@H:12]([C:13](=[O:15])[O:14]1)[C@@H:11]([C:17]([N:19]1[CH2:24][CH2:23][N:22]([C:25]3[CH:30]=[CH:29][CH:28]=[CH:27][CH:26]=3)[CH2:21][CH2:20]1)=[O:18])[CH2:10][CH2:9]2)[C:2]1[CH:7]=[CH:6][CH:5]=[CH:4][CH:3]=1.[NH2:31][OH:32]. The catalyst is CO. The product is [CH2:1]([C@@:8]1([OH:14])[CH2:16][C@H:12]([C:13]([NH:31][OH:32])=[O:15])[C@@H:11]([C:17]([N:19]2[CH2:24][CH2:23][N:22]([C:25]3[CH:30]=[CH:29][CH:28]=[CH:27][CH:26]=3)[CH2:21][CH2:20]2)=[O:18])[CH2:10][CH2:9]1)[C:2]1[CH:7]=[CH:6][CH:5]=[CH:4][CH:3]=1. The yield is 0.260. (3) The reactants are [CH2:1]([Mg]Br)[CH2:2][CH2:3][CH2:4][CH3:5].[Br:8][C:9]1[CH:16]=[CH:15][C:12]([CH:13]=[O:14])=[CH:11][CH:10]=1. The catalyst is C1COCC1. The product is [Br:8][C:9]1[CH:16]=[CH:15][C:12]([CH:13]([OH:14])[CH2:1][CH2:2][CH2:3][CH2:4][CH3:5])=[CH:11][CH:10]=1. The yield is 0.740.